This data is from Reaction yield outcomes from USPTO patents with 853,638 reactions. The task is: Predict the reaction yield, written as a fraction of the theoretical maximum amount of product (1.0 means a 100% yield; for example, 0.34 means a 34% yield). (1) The reactants are [OH:1][CH2:2][C@@H:3]1[CH2:8][N:7]2[CH2:9][CH2:10][CH2:11][C@H:6]2[C:5](=[O:12])[NH:4]1.C(N(CC)CC)C.[Si:20](Cl)([C:23]([CH3:26])([CH3:25])[CH3:24])([CH3:22])[CH3:21]. The catalyst is CN(C)C=O.CN(C)C1C=CN=CC=1. The product is [CH3:24][C:23]([Si:20]([CH3:22])([CH3:21])[O:1][CH2:2][C@@H:3]1[CH2:8][N:7]2[CH2:9][CH2:10][CH2:11][C@H:6]2[C:5](=[O:12])[NH:4]1)([CH3:26])[CH3:25]. The yield is 0.660. (2) The reactants are [CH3:1][C@@:2]1([CH2:13][O:14][C:15]2[CH:20]=[CH:19][C:18]([N:21]3[CH2:26][CH2:25][N:24]([C:27]([O:29][C:30](C)(C)[CH3:31])=[O:28])[CH2:23][CH2:22]3)=[CH:17][CH:16]=2)[O:6][C:5]2=[N:7][C:8]([N+:10]([O-:12])=[O:11])=[CH:9][N:4]2[CH2:3]1.FC(F)(F)C(O)=O.C(N(CC)CC)C.ClC(OCC)=O. The catalyst is C(Cl)Cl.O. The product is [CH3:1][C@@:2]1([CH2:13][O:14][C:15]2[CH:16]=[CH:17][C:18]([N:21]3[CH2:22][CH2:23][N:24]([C:27]([O:29][CH2:30][CH3:31])=[O:28])[CH2:25][CH2:26]3)=[CH:19][CH:20]=2)[O:6][C:5]2=[N:7][C:8]([N+:10]([O-:12])=[O:11])=[CH:9][N:4]2[CH2:3]1. The yield is 0.650. (3) The reactants are [NH2:1][C:2]1[NH:3][C:4](=O)[C:5]2[N:11]=[C:10]([C:12]3[CH:17]=[CH:16][C:15]([F:18])=[CH:14][CH:13]=3)[CH:9]=[CH:8][C:6]=2[N:7]=1.N12CCCN=C1CCCCC2.F[P-](F)(F)(F)(F)F.N1(O[P+](N(C)C)(N(C)C)N(C)C)C2C=CC=CC=2N=N1.Cl.[NH2:59][CH:60]1[CH2:65][CH2:64][CH2:63][N:62]([C:66]([O:68][C:69]([CH3:72])([CH3:71])[CH3:70])=[O:67])[CH2:61]1. The catalyst is C(#N)C. The product is [NH2:1][C:2]1[N:3]=[C:4]([NH:59][CH:60]2[CH2:65][CH2:64][CH2:63][N:62]([C:66]([O:68][C:69]([CH3:72])([CH3:71])[CH3:70])=[O:67])[CH2:61]2)[C:5]2[N:11]=[C:10]([C:12]3[CH:17]=[CH:16][C:15]([F:18])=[CH:14][CH:13]=3)[CH:9]=[CH:8][C:6]=2[N:7]=1. The yield is 0.340. (4) The reactants are [Br:1][C:2]1[CH:19]=[CH:18][C:5]([O:6][CH:7]([C:11]2[CH:16]=[CH:15][C:14]([Br:17])=[CH:13][CH:12]=2)[C:8]([OH:10])=O)=[CH:4][CH:3]=1.[NH2:20][C:21]1[S:22][CH:23]=[CH:24][N:25]=1. The catalyst is C1COCC1. The product is [Br:1][C:2]1[CH:3]=[CH:4][C:5]([O:6][CH:7]([C:11]2[CH:16]=[CH:15][C:14]([Br:17])=[CH:13][CH:12]=2)[C:8]([NH:20][C:21]2[S:22][CH:23]=[CH:24][N:25]=2)=[O:10])=[CH:18][CH:19]=1. The yield is 0.880. (5) The reactants are [Br:1][C:2]1[CH:3]=[C:4]([C:14]([OH:16])=O)[S:5][C:6]=1[C:7]1[N:11]([CH3:12])[N:10]=[CH:9][C:8]=1[Cl:13].[NH2:17][C@@H:18]([CH2:31][C:32]1[CH:37]=[CH:36][CH:35]=[CH:34][C:33]=1[C:38]([F:41])([F:40])[F:39])[CH2:19][N:20]1[C:28](=[O:29])[C:27]2[C:22](=[CH:23][CH:24]=[CH:25][CH:26]=2)[C:21]1=[O:30].C1CN([P+](Br)(N2CCCC2)N2CCCC2)CC1.F[P-](F)(F)(F)(F)F.CCN(C(C)C)C(C)C. The catalyst is C(Cl)(Cl)Cl. The product is [Br:1][C:2]1[CH:3]=[C:4]([C:14]([NH:17][C@@H:18]([CH2:31][C:32]2[CH:37]=[CH:36][CH:35]=[CH:34][C:33]=2[C:38]([F:41])([F:39])[F:40])[CH2:19][N:20]2[C:28](=[O:29])[C:27]3[C:22](=[CH:23][CH:24]=[CH:25][CH:26]=3)[C:21]2=[O:30])=[O:16])[S:5][C:6]=1[C:7]1[N:11]([CH3:12])[N:10]=[CH:9][C:8]=1[Cl:13]. The yield is 0.430. (6) The reactants are [C:1]([NH:11][C@H:12]([C:14]([OH:16])=O)[CH3:13])([O:3][CH2:4][C:5]1[CH:10]=[CH:9][CH:8]=[CH:7][CH:6]=1)=[O:2].OC1C2N=NNC=2C=CC=1.Cl.CN(C)CCCN=C=NCC.[NH2:39][CH2:40][CH2:41][CH:42]([O:46][CH2:47][CH3:48])[O:43][CH2:44][CH3:45].C(N(CC)C(C)C)(C)C. The catalyst is O1CCCC1. The product is [CH2:44]([O:43][CH:42]([O:46][CH2:47][CH3:48])[CH2:41][CH2:40][NH:39][C:14](=[O:16])[C@@H:12]([NH:11][C:1](=[O:2])[O:3][CH2:4][C:5]1[CH:6]=[CH:7][CH:8]=[CH:9][CH:10]=1)[CH3:13])[CH3:45]. The yield is 0.850. (7) The reactants are [F:1][C:2]1[C:3]([N+:16]([O-])=O)=[CH:4][C:5]([N+:13]([O-])=O)=[C:6]([CH:8]=[CH:9]N(C)C)[CH:7]=1. The catalyst is CCO.[Ni]. The product is [F:1][C:2]1[CH:7]=[C:6]2[C:5](=[CH:4][C:3]=1[NH2:16])[NH:13][CH:9]=[CH:8]2. The yield is 0.160. (8) The reactants are [C:1]1([C:7]2[NH:8][C:9](=[O:20])[NH:10][C:11]3[C:16]=2[CH:15]=[C:14]2[CH:17]=[CH:18][CH:19]=[C:13]2[CH:12]=3)[CH:6]=[CH:5][CH:4]=[CH:3][CH:2]=1.C([O-])([O-])=O.[K+].[K+].I[CH2:28][CH3:29].O. The catalyst is CN(C=O)C. The product is [CH2:28]([O:20][C:9]1[N:8]=[C:7]([C:1]2[CH:2]=[CH:3][CH:4]=[CH:5][CH:6]=2)[C:16]2[CH2:15][C:14]3=[CH:17][CH:18]=[CH:19][C:13]3=[CH:12][C:11]=2[N:10]=1)[CH3:29]. The yield is 0.190. (9) The reactants are Cl.[NH2:2][CH2:3][C:4]([CH3:7])([SH:6])[CH3:5].C(N(CC)CC)C.[C:15]1(=[O:22])[O:21][C:19](=[O:20])[CH2:18][O:17][CH2:16]1. The catalyst is C(Cl)Cl. The product is [CH3:5][C:4]([SH:6])([CH3:7])[CH2:3][NH:2][C:19]([CH2:18][O:17][CH2:16][C:15]([OH:22])=[O:21])=[O:20]. The yield is 0.840. (10) The reactants are [NH2:1][C:2]1[CH:12]=[CH:11][C:5]([C:6]([O:8][CH2:9][CH3:10])=[O:7])=[CH:4][CH:3]=1.[S-:13][C:14]#[N:15].[K+].BrBr. The catalyst is C(O)(=O)C. The product is [NH2:15][C:14]1[S:13][C:12]2[CH:11]=[C:5]([C:6]([O:8][CH2:9][CH3:10])=[O:7])[CH:4]=[CH:3][C:2]=2[N:1]=1. The yield is 0.810.